Dataset: Full USPTO retrosynthesis dataset with 1.9M reactions from patents (1976-2016). Task: Predict the reactants needed to synthesize the given product. (1) Given the product [F:40][C:37]([F:38])([F:39])[C:34]1[CH:33]=[CH:32][C:31]([S:28]([NH2:27])(=[O:29])=[O:30])=[C:36]([C:2]2[CH:22]=[CH:21][C:5]3[NH:6][C:7]([CH2:9][O:10][C:11]4[CH:16]=[CH:15][C:14]([C:17]([F:20])([F:19])[F:18])=[CH:13][CH:12]=4)=[N:8][C:4]=3[CH:3]=2)[CH:35]=1, predict the reactants needed to synthesize it. The reactants are: Br[C:2]1[CH:22]=[CH:21][C:5]2[NH:6][C:7]([CH2:9][O:10][C:11]3[CH:16]=[CH:15][C:14]([C:17]([F:20])([F:19])[F:18])=[CH:13][CH:12]=3)=[N:8][C:4]=2[CH:3]=1.C([NH:27][S:28]([C:31]1[CH:36]=[CH:35][C:34]([C:37]([F:40])([F:39])[F:38])=[CH:33][C:32]=1B1OC(C)(C)C(C)(C)O1)(=[O:30])=[O:29])(C)(C)C.C(=O)([O-])[O-].[Na+].[Na+]. (2) Given the product [CH3:49][N:50]1[CH:54]=[C:53]([C:55]2[CH:56]=[C:57]([NH:61][C:22]([C:17]3[C:18](=[O:21])[O:19][C:20]4[C:15]([CH:16]=3)=[CH:14][CH:13]=[CH:12][C:11]=4[OH:10])=[O:24])[CH:58]=[CH:59][CH:60]=2)[CH:52]=[N:51]1, predict the reactants needed to synthesize it. The reactants are: CCN(C(C)C)C(C)C.[OH:10][C:11]1[CH:12]=[CH:13][CH:14]=[C:15]2[C:20]=1[O:19][C:18](=[O:21])[C:17]([C:22]([OH:24])=O)=[CH:16]2.CN(C(ON1N=NC2C=CC=NC1=2)=[N+](C)C)C.F[P-](F)(F)(F)(F)F.[CH3:49][N:50]1[CH:54]=[C:53]([C:55]2[CH:56]=[C:57]([NH2:61])[CH:58]=[CH:59][CH:60]=2)[CH:52]=[N:51]1. (3) Given the product [C:69]1([C:55]2([C:49]3[CH:50]=[CH:51][CH:52]=[CH:53][CH:54]=3)[C:56]3[CH:57]=[CH:58][CH:59]=[CH:60][C:61]=3[N:62]([C:84]3[CH:83]=[CH:82][C:81]4[N:80]([C:89]5[CH:94]=[CH:93][CH:92]=[CH:91][CH:90]=5)[C:79]5[C:87]([C:86]=4[CH:85]=3)=[CH:88][CH:76]=[CH:77][CH:78]=5)[C:63]3[C:68]2=[CH:67][CH:66]=[CH:65][CH:64]=3)[CH:70]=[CH:71][CH:72]=[CH:73][CH:74]=1, predict the reactants needed to synthesize it. The reactants are: C(=O)([O-])[O-].[Cs+].[Cs+].CC1(C)C2C(=C(P(C3C=CC=CC=3)C3C=CC=CC=3)C=CC=2)OC2C(P(C3C=CC=CC=3)C3C=CC=CC=3)=CC=CC1=2.[C:49]1([C:55]2([C:69]3[CH:74]=[CH:73][CH:72]=[CH:71][CH:70]=3)[C:68]3[CH:67]=[CH:66][CH:65]=[CH:64][C:63]=3[NH:62][C:61]3[C:56]2=[CH:57][CH:58]=[CH:59][CH:60]=3)[CH:54]=[CH:53][CH:52]=[CH:51][CH:50]=1.Br[C:76]1[CH:77]=[CH:78][C:79]2[N:80]([C:89]3[CH:94]=[CH:93][CH:92]=[CH:91][CH:90]=3)[C:81]3[C:86]([C:87]=2[CH:88]=1)=[CH:85][CH:84]=[CH:83][CH:82]=3. (4) Given the product [CH3:26][C:25]1[O:24][C:23]([C:27]2[CH:28]=[CH:29][CH:30]=[CH:31][CH:32]=2)=[N:22][C:21]=1[CH2:20][CH2:19][O:18][C:15]1[N:16]=[CH:17][C:12]([CH2:11][C:1]2([C:5]([O:7][CH2:8][CH3:9])=[O:6])[CH2:4][CH2:3][CH2:2]2)=[CH:13][CH:14]=1, predict the reactants needed to synthesize it. The reactants are: [CH:1]1([C:5]([O:7][CH2:8][CH3:9])=[O:6])[CH2:4][CH2:3][CH2:2]1.I[CH2:11][C:12]1[CH:13]=[CH:14][C:15]([O:18][CH2:19][CH2:20][C:21]2[N:22]=[C:23]([C:27]3[CH:32]=[CH:31][CH:30]=[CH:29][CH:28]=3)[O:24][C:25]=2[CH3:26])=[N:16][CH:17]=1. (5) The reactants are: O.O.Cl.[NH2:4][C:5]1[N:14]=[C:13]([NH2:15])[C:12]2[C:7](=[N:8][CH:9]=[C:10]([CH2:16][N:17]([CH3:27])[C:18]3[CH:26]=[CH:25][C:21](C(O)=O)=[CH:20][CH:19]=3)[N:11]=2)[N:6]=1.NC1N=C(N)C2C(=NC=C(CN(C3C=CC([C:47](O)=[O:48])=CC=3)C)N=2)N=1.O.O.C(P(=O)(OCC)OCC)#N.CCN(C(C)C)C(C)C.C(O)(=O)C.[CH2:77]([O:79][C:80](=[O:96])[C@@H:81]([O:83][P:84]([CH2:93][CH2:94][NH2:95])([O:86][C:87]1[CH:92]=[CH:91][CH:90]=[CH:89][CH:88]=1)=[O:85])[CH3:82])[CH3:78]. Given the product [CH2:77]([O:79][C:80](=[O:96])[CH:81]([O:83][P:84]([CH2:93][CH2:94][NH:95][C:47](=[O:48])[C:21]1[CH:20]=[CH:19][C:18]([N:17]([CH2:16][C:10]2[N:11]=[C:12]3[C:7](=[N:8][CH:9]=2)[N:6]=[C:5]([NH2:4])[N:14]=[C:13]3[NH2:15])[CH3:27])=[CH:26][CH:25]=1)([O:86][C:87]1[CH:92]=[CH:91][CH:90]=[CH:89][CH:88]=1)=[O:85])[CH3:82])[CH3:78], predict the reactants needed to synthesize it. (6) Given the product [CH2:50]([O:49][C:47](=[O:48])[N:26]([CH:25]([C:24]1[CH:33]=[CH:34][C:35]([O:36][CH3:37])=[C:22]([O:21][CH2:14][C:15]2[CH:16]=[CH:17][CH:18]=[CH:19][CH:20]=2)[CH:23]=1)[CH2:6][C:5]1[CH:8]=[CH:9][CH:10]=[C:3]([O:2][CH3:1])[CH:4]=1)[CH2:27][CH:28]([O:29][CH3:30])[O:31][CH3:32])[CH3:51], predict the reactants needed to synthesize it. The reactants are: [CH3:1][O:2][C:3]1[CH:4]=[C:5]([CH:8]=[CH:9][CH:10]=1)[CH2:6]Cl.[Mg].II.[CH2:14]([O:21][C:22]1[CH:23]=[C:24]([CH:33]=[CH:34][C:35]=1[O:36][CH3:37])[CH:25]=[N:26][CH2:27][CH:28]([O:31][CH3:32])[O:29][CH3:30])[C:15]1[CH:20]=[CH:19][CH:18]=[CH:17][CH:16]=1.[Cl-].[NH4+].C(=O)([O-])[O-].[K+].[K+].Cl[C:47]([O:49][CH2:50][CH3:51])=[O:48].